Dataset: Catalyst prediction with 721,799 reactions and 888 catalyst types from USPTO. Task: Predict which catalyst facilitates the given reaction. (1) Reactant: [F:1][C:2]1[CH:19]=[CH:18][CH:17]=[CH:16][C:3]=1[CH2:4][N:5]1[C:9]2[CH2:10][CH2:11][CH2:12][C:8]=2[C:7]([C:13](=[NH:15])[NH2:14])=[N:6]1.[CH3:20][O:21][CH:22]([C:25]#[N:26])[C:23]#[N:24].O. Product: [F:1][C:2]1[CH:19]=[CH:18][CH:17]=[CH:16][C:3]=1[CH2:4][N:5]1[C:9]2[CH2:10][CH2:11][CH2:12][C:8]=2[C:7]([C:13]2[N:14]=[C:25]([NH2:26])[C:22]([O:21][CH3:20])=[C:23]([NH2:24])[N:15]=2)=[N:6]1. The catalyst class is: 3. (2) Reactant: [NH2:1][C:2]1[C:3]([CH3:13])=[C:4]([CH:9]=[C:10]([Br:12])[CH:11]=1)[C:5]([O:7][CH3:8])=[O:6].O=[C:15]1[CH2:20][CH2:19][CH:18]([NH:21][C:22](=[O:28])[O:23][C:24]([CH3:27])([CH3:26])[CH3:25])[CH2:17][CH2:16]1.C(O)(=O)C.C(O[BH-](OC(=O)C)OC(=O)C)(=O)C.[Na+]. Product: [Br:12][C:10]1[CH:11]=[C:2]([NH:1][C@H:15]2[CH2:16][CH2:17][C@H:18]([NH:21][C:22]([O:23][C:24]([CH3:27])([CH3:26])[CH3:25])=[O:28])[CH2:19][CH2:20]2)[C:3]([CH3:13])=[C:4]([CH:9]=1)[C:5]([O:7][CH3:8])=[O:6]. The catalyst class is: 68. (3) Reactant: Br[C:2]1[CH:7]=[CH:6][C:5]([N:8]2[CH:17]=[C:16]3[C:10]([CH2:11][CH2:12][N:13]([CH:18]4[CH2:21][CH2:20][CH2:19]4)[CH2:14][CH2:15]3)=[N:9]2)=[CH:4][CH:3]=1.[CH3:22][N:23]1[CH2:29][C:27](=[O:28])[NH:26][C:24]1=[O:25].C(=O)([O-])[O-].[K+].[K+].CNCCNC. Product: [CH:18]1([N:13]2[CH2:14][CH2:15][C:16]3=[CH:17][N:8]([C:5]4[CH:6]=[CH:7][C:2]([N:26]5[C:27](=[O:28])[CH2:29][N:23]([CH3:22])[C:24]5=[O:25])=[CH:3][CH:4]=4)[N:9]=[C:10]3[CH2:11][CH2:12]2)[CH2:21][CH2:20][CH2:19]1. The catalyst class is: 185. (4) Reactant: [Br:1][C:2]1[O:6][C:5]([CH2:7][CH2:8][CH3:9])=[N:4][C:3]=1[C:10]1[CH:15]=[CH:14][C:13]([Cl:16])=[CH:12][CH:11]=1.C1C(=O)N([Br:24])C(=O)C1.CC(N=NC(C#N)(C)C)(C#N)C. Product: [Br:1][C:2]1[O:6][C:5]([CH:7]([Br:24])[CH2:8][CH3:9])=[N:4][C:3]=1[C:10]1[CH:15]=[CH:14][C:13]([Cl:16])=[CH:12][CH:11]=1. The catalyst class is: 53. (5) Reactant: [C:1]1(B(O)O)[CH:6]=[CH:5][CH:4]=[CH:3][CH:2]=1.O.O.P([O-])([O-])([O-])=O.[K+].[K+].[K+].[Cl:20][C:21]1[N:26]=[C:25]2[N:27]([CH2:31][CH2:32][N:33]([CH3:35])[CH3:34])[N:28]=[C:29](I)[C:24]2=[C:23]([CH:36]([F:38])[F:37])[CH:22]=1.COCCOC.O. Product: [Cl:20][C:21]1[N:26]=[C:25]2[N:27]([CH2:31][CH2:32][N:33]([CH3:35])[CH3:34])[N:28]=[C:29]([C:1]3[CH:6]=[CH:5][CH:4]=[CH:3][CH:2]=3)[C:24]2=[C:23]([CH:36]([F:37])[F:38])[CH:22]=1. The catalyst class is: 103.